Dataset: Forward reaction prediction with 1.9M reactions from USPTO patents (1976-2016). Task: Predict the product of the given reaction. (1) Given the reactants [CH3:1][O:2][C:3]1[CH:8]=[CH:7][CH:6]=[CH:5][C:4]=1CC(NC1C=CC(C2C3C=CC4C(=CC=CC=4)C=3NC(=O)CN=2)=CC=1)=O.COC1C=CC(C[N:42]2[C:48]3[C:49]4[C:54]([CH:55]=[CH:56][C:47]=3[C:46]([C:57]3[CH:62]=[CH:61][C:60]([N:63]5[C:67]([CH2:68]CC6C=CC=CN=6)=[N:66][N:65]=[N:64]5)=[CH:59][CH:58]=3)=[N:45][CH2:44][C:43]2=[O:76])=[CH:53][CH:52]=[CH:51][CH:50]=4)=CC=1, predict the reaction product. The product is: [CH3:1][O:2][C:3]1[CH:8]=[CH:7][CH:6]=[CH:5][C:4]=1[CH2:68][C:67]1[N:63]([C:60]2[CH:61]=[CH:62][C:57]([C:46]3[C:47]4[CH:56]=[CH:55][C:54]5[C:49](=[CH:50][CH:51]=[CH:52][CH:53]=5)[C:48]=4[NH:42][C:43](=[O:76])[CH2:44][N:45]=3)=[CH:58][CH:59]=2)[N:64]=[N:65][N:66]=1. (2) Given the reactants CS(O[CH2:6][CH:7]1[CH2:11][O:10][CH:9]([C:12]2[CH:17]=[C:16]([O:18][CH2:19][CH2:20][CH2:21][CH2:22][CH2:23][CH2:24][CH2:25][CH2:26]/[CH:27]=[CH:28]\[CH2:29][CH2:30][CH2:31][CH2:32][CH2:33][CH2:34][CH2:35][CH3:36])[CH:15]=[C:14]([O:37][CH2:38][CH2:39][CH2:40][CH2:41][CH2:42][CH2:43][CH2:44][CH2:45]/[CH:46]=[CH:47]\[CH2:48][CH2:49][CH2:50][CH2:51][CH2:52][CH2:53][CH2:54][CH3:55])[CH:13]=2)[O:8]1)(=O)=O.[NH:56]1[CH2:60][CH2:59][CH2:58][CH2:57]1, predict the reaction product. The product is: [CH2:38]([O:37][C:14]1[CH:13]=[C:12]([CH:9]2[O:8][CH:7]([CH2:6][N:56]3[CH2:60][CH2:59][CH2:58][CH2:57]3)[CH2:11][O:10]2)[CH:17]=[C:16]([O:18][CH2:19][CH2:20][CH2:21][CH2:22][CH2:23][CH2:24][CH2:25][CH2:26]/[CH:27]=[CH:28]\[CH2:29][CH2:30][CH2:31][CH2:32][CH2:33][CH2:34][CH2:35][CH3:36])[CH:15]=1)[CH2:39][CH2:40][CH2:41][CH2:42][CH2:43][CH2:44][CH2:45]/[CH:46]=[CH:47]\[CH2:48][CH2:49][CH2:50][CH2:51][CH2:52][CH2:53][CH2:54][CH3:55]. (3) Given the reactants [CH2:1]([O:3][C:4](=[O:17])[C:5]1[CH:10]=[C:9]([C:11]#[N:12])[CH:8]=[CH:7][C:6]=1[C:13]([F:16])([F:15])[F:14])[CH3:2], predict the reaction product. The product is: [CH2:1]([O:3][C:4](=[O:17])[C:5]1[CH:10]=[C:9]([CH2:11][NH2:12])[CH:8]=[CH:7][C:6]=1[C:13]([F:15])([F:14])[F:16])[CH3:2]. (4) Given the reactants [Cl:1][CH2:2][C:3]#[N:4].[F:5][C:6]([F:15])([F:14])[C:7]1[CH:8]=[C:9]([NH2:13])[CH:10]=[CH:11][CH:12]=1.Cl, predict the reaction product. The product is: [Cl:1][CH2:2][C:3]([NH:13][C:9]1[CH:10]=[CH:11][CH:12]=[C:7]([C:6]([F:5])([F:14])[F:15])[CH:8]=1)=[NH:4]. (5) The product is: [C:19]([O:18][C:16]([NH:15][C@@H:7]([CH2:8][C:9]1[CH:10]=[CH:11][CH:12]=[CH:13][CH:14]=1)[C@@H:6]([OH:23])[C@@H:5]([NH:24][CH2:25][C:26]1[C:35]2[C:30](=[CH:31][CH:32]=[CH:33][CH:34]=2)[CH:29]=[CH:28][CH:27]=1)[C:4]([OH:36])=[O:3])=[O:17])([CH3:22])([CH3:20])[CH3:21]. Given the reactants C([O:3][C:4](=[O:36])[C@H:5]([NH:24][CH2:25][C:26]1[C:35]2[C:30](=[CH:31][CH:32]=[CH:33][CH:34]=2)[CH:29]=[CH:28][CH:27]=1)[C@H:6]([OH:23])[C@@H:7]([NH:15][C:16]([O:18][C:19]([CH3:22])([CH3:21])[CH3:20])=[O:17])[CH2:8][C:9]1[CH:14]=[CH:13][CH:12]=[CH:11][CH:10]=1)C.[Li+].[OH-].Cl, predict the reaction product. (6) The product is: [O:3]=[CH:1][C@H:30]([C@@H:28]([C@@H:26]([CH2:23][OH:25])[OH:27])[OH:29])[OH:32]. Given the reactants [C:1](O)(=[O:3])C.[N+](C1C=C([N+]([O-])=O)C=C(C(O)=O)C=1O)([O-])=O.[OH-].[Na+].[C:23]([CH:26]([CH:28]([C:30]([O-:32])=O)[OH:29])[OH:27])([O-:25])=O.[Na+].[K+], predict the reaction product. (7) Given the reactants [CH3:1][O:2][C:3](=[O:15])[C:4]1[CH:9]=[C:8]([O:10][CH:11]([CH3:13])[CH3:12])[CH:7]=[C:6]([OH:14])[CH:5]=1.C([O-])([O-])=O.[K+].[K+].F[C:23]1[CH:28]=[CH:27][C:26]([N+:29]([O-:31])=[O:30])=[CH:25][CH:24]=1, predict the reaction product. The product is: [CH3:1][O:2][C:3](=[O:15])[C:4]1[CH:5]=[C:6]([O:14][C:23]2[CH:28]=[CH:27][C:26]([N+:29]([O-:31])=[O:30])=[CH:25][CH:24]=2)[CH:7]=[C:8]([O:10][CH:11]([CH3:12])[CH3:13])[CH:9]=1. (8) Given the reactants C(N(CC)CC)C.[CH:8]1([C:11]2[N:16]=[C:15](Cl)[C:14]([Cl:18])=[C:13]([C:19]([O:21][CH3:22])=[O:20])[N:12]=2)[CH2:10][CH2:9]1.[CH3:23][OH:24], predict the reaction product. The product is: [Cl:18][C:14]1[C:15]([O:24][CH3:23])=[N:16][C:11]([CH:8]2[CH2:10][CH2:9]2)=[N:12][C:13]=1[C:19]([O:21][CH3:22])=[O:20]. (9) The product is: [N+:1]([C:4]1[CH:12]=[C:8]2[C:7](=[CH:6][CH:5]=1)[N:13]=[CH:14][NH:16][C:9]2=[O:11])([O-:3])=[O:2]. Given the reactants [N+:1]([C:4]1[CH:12]=[C:8]([C:9]([OH:11])=O)[C:7]([NH2:13])=[CH:6][CH:5]=1)([O-:3])=[O:2].[CH:14]([NH2:16])=O, predict the reaction product.